From a dataset of Forward reaction prediction with 1.9M reactions from USPTO patents (1976-2016). Predict the product of the given reaction. (1) Given the reactants [C:1]1([CH:7]([C:11]2[CH:16]=[CH:15][CH:14]=[CH:13][CH:12]=2)[C:8](Cl)=[O:9])[CH:6]=[CH:5][CH:4]=[CH:3][CH:2]=1.[CH:17]1([C:20]2[O:24][C:23]([NH2:25])=[N:22][N:21]=2)[CH2:19][CH2:18]1, predict the reaction product. The product is: [CH:17]1([C:20]2[O:24][C:23]([NH:25][C:8](=[O:9])[CH:7]([C:11]3[CH:16]=[CH:15][CH:14]=[CH:13][CH:12]=3)[C:1]3[CH:6]=[CH:5][CH:4]=[CH:3][CH:2]=3)=[N:22][N:21]=2)[CH2:19][CH2:18]1. (2) Given the reactants Cl[C:2]1[N:3]=[C:4]([O:27][CH:28]2[CH2:33][CH2:32][O:31][CH2:30][CH2:29]2)[C:5]2[C:10]([C:11]3[CH:16]=[CH:15][N:14]=[C:13]([O:17][CH3:18])[CH:12]=3)=[CH:9][N:8]([CH2:19][O:20][CH2:21][CH2:22][Si:23]([CH3:26])([CH3:25])[CH3:24])[C:6]=2[N:7]=1.[NH2:34][C:35]1[CH:44]=[CH:43][C:38]([C:39]([NH:41][CH3:42])=[O:40])=[CH:37][C:36]=1[O:45][CH3:46].C(=O)([O-])[O-].[Cs+].[Cs+].C1(P(C2C=CC=CC=2)C2C=CC3C(=CC=CC=3)C=2C2C3C(=CC=CC=3)C=CC=2P(C2C=CC=CC=2)C2C=CC=CC=2)C=CC=CC=1, predict the reaction product. The product is: [CH3:46][O:45][C:36]1[CH:37]=[C:38]([CH:43]=[CH:44][C:35]=1[NH:34][C:2]1[N:3]=[C:4]([O:27][CH:28]2[CH2:33][CH2:32][O:31][CH2:30][CH2:29]2)[C:5]2[C:10]([C:11]3[CH:16]=[CH:15][N:14]=[C:13]([O:17][CH3:18])[CH:12]=3)=[CH:9][N:8]([CH2:19][O:20][CH2:21][CH2:22][Si:23]([CH3:25])([CH3:24])[CH3:26])[C:6]=2[N:7]=1)[C:39]([NH:41][CH3:42])=[O:40]. (3) Given the reactants [H-].[Na+].[CH:3]1[C:16]2[C:15]3[C:10](=[CH:11][CH:12]=[CH:13][CH:14]=3)[CH2:9][NH:8][C:7]=2[CH:6]=[CH:5][CH:4]=1.[Br:17][C:18]1[CH:25]=[CH:24][CH:23]=[CH:22][C:19]=1[CH2:20]Br, predict the reaction product. The product is: [Br:17][C:18]1[CH:25]=[CH:24][CH:23]=[CH:22][C:19]=1[CH2:20][N:8]1[CH2:9][C:10]2[C:15](=[CH:14][CH:13]=[CH:12][CH:11]=2)[C:16]2[CH:3]=[CH:4][CH:5]=[CH:6][C:7]1=2. (4) Given the reactants [Cl:1][C:2]1[CH:10]=[C:9]([N+:11]([O-:13])=[O:12])[CH:8]=[CH:7][C:3]=1[C:4](Cl)=[O:5].[Cl:14][C:15]1[CH:20]=[CH:19][CH:18]=[CH:17][CH:16]=1.[Cl-].[Al+3].[Cl-].[Cl-].O, predict the reaction product. The product is: [Cl:1][C:2]1[CH:10]=[C:9]([N+:11]([O-:13])=[O:12])[CH:8]=[CH:7][C:3]=1[C:4]([C:18]1[CH:19]=[CH:20][C:15]([Cl:14])=[CH:16][CH:17]=1)=[O:5]. (5) Given the reactants [CH2:1]([C@H:8]1[N:13]([C:14]([C:16]2[N:17]=[CH:18][N:19]([CH:27]3[CH2:32][CH2:31][CH2:30][CH2:29][C:28]3([CH2:34][CH2:35][CH2:36][CH3:37])[OH:33])[C:20]=2[C:21]2[CH:26]=[CH:25][CH:24]=[CH:23][CH:22]=2)=[O:15])[CH2:12][CH2:11][N:10](C(OC(C)(C)C)=O)[CH2:9]1)[C:2]1[CH:7]=[CH:6][CH:5]=[CH:4][CH:3]=1.C(OCC)(=O)C.[ClH:51], predict the reaction product. The product is: [ClH:51].[CH2:1]([C@@H:8]1[CH2:9][NH:10][CH2:11][CH2:12][N:13]1[C:14]([C:16]1[N:17]=[CH:18][N:19]([CH:27]2[CH2:32][CH2:31][CH2:30][CH2:29][C:28]2([CH2:34][CH2:35][CH2:36][CH3:37])[OH:33])[C:20]=1[C:21]1[CH:22]=[CH:23][CH:24]=[CH:25][CH:26]=1)=[O:15])[C:2]1[CH:3]=[CH:4][CH:5]=[CH:6][CH:7]=1. (6) Given the reactants Br[C:2]1[CH:7]=[C:6](F)[C:5]([N+:9]([O-])=O)=[CH:4][C:3]=1[F:12].[CH3:13][N:14]([CH3:18])[CH2:15][CH2:16][NH2:17].[O:19]1[C:28]2[C:23](=[CH:24][CH:25]=[CH:26][CH:27]=2)[CH2:22][CH:21]([C:29](O)=O)[CH2:20]1.[CH3:32][C:33]1[NH:37][N:36]=[CH:35][C:34]=1B([O-])[O-], predict the reaction product. The product is: [O:19]1[C:28]2[C:23](=[CH:24][CH:25]=[CH:26][CH:27]=2)[CH2:22][CH:21]([C:29]2[N:17]([CH2:16][CH2:15][N:14]([CH3:18])[CH3:13])[C:6]3[CH:7]=[C:2]([C:34]4[CH:35]=[N:36][NH:37][C:33]=4[CH3:32])[C:3]([F:12])=[CH:4][C:5]=3[N:9]=2)[CH2:20]1.